Dataset: Reaction yield outcomes from USPTO patents with 853,638 reactions. Task: Predict the reaction yield, written as a fraction of the theoretical maximum amount of product (1.0 means a 100% yield; for example, 0.34 means a 34% yield). (1) The reactants are [NH:1]1[C:9]2[CH:8]=[CH:7][N:6]=[CH:5][C:4]=2[CH:3]=[C:2]1[C:10]([NH:12][CH2:13][CH2:14][CH2:15][CH2:16][CH:17]1[CH2:22][CH2:21][N:20](C(OC(C)(C)C)=O)[CH2:19][CH2:18]1)=[O:11].[ClH:30].O1CCOCC1. The catalyst is CO. The product is [ClH:30].[ClH:30].[NH:20]1[CH2:21][CH2:22][CH:17]([CH2:16][CH2:15][CH2:14][CH2:13][NH:12][C:10]([C:2]2[NH:1][C:9]3[CH:8]=[CH:7][N:6]=[CH:5][C:4]=3[CH:3]=2)=[O:11])[CH2:18][CH2:19]1. The yield is 0.980. (2) The reactants are [Br:1][C:2]1[CH:3]=[C:4]([C:8]2([C:15]3[CH:20]=[CH:19][C:18]([O:21][CH3:22])=[CH:17][CH:16]=3)[C:12](=S)S[C:10](=[S:14])[NH:9]2)[CH:5]=[CH:6][CH:7]=1.[F:23][C:24]([F:29])([CH2:27][NH2:28])[CH2:25][NH2:26].C(N(CC)CC)C. The catalyst is C(O)C. The product is [Br:1][C:2]1[CH:3]=[C:4]([C:8]2([C:15]3[CH:16]=[CH:17][C:18]([O:21][CH3:22])=[CH:19][CH:20]=3)[C:12]3=[N:26][CH2:25][C:24]([F:29])([F:23])[CH2:27][N:28]3[C:10](=[S:14])[NH:9]2)[CH:5]=[CH:6][CH:7]=1. The yield is 0.500. (3) The catalyst is C(Cl)Cl. The product is [NH2:8][CH2:9][C@H:10]1[CH2:15][CH2:14][C@H:13]([NH:16][C:17]([O:19][CH2:20][C:21]2[CH:22]=[CH:23][CH:24]=[CH:25][CH:26]=2)=[O:18])[CH2:12][CH2:11]1. The yield is 1.00. The reactants are C(OC([NH:8][CH2:9][C@H:10]1[CH2:15][CH2:14][C@H:13]([NH:16][C:17]([O:19][CH2:20][C:21]2[CH:26]=[CH:25][CH:24]=[CH:23][CH:22]=2)=[O:18])[CH2:12][CH2:11]1)=O)(C)(C)C.C(O)(C(F)(F)F)=O. (4) The reactants are C[O:2][C:3](=[O:34])[CH:4]([C:10]1[CH:15]=[C:14](B2OC(C)(C)C(C)(C)O2)[C:13]([O:25]COCCOC)=[C:12]([CH:32]=O)[CH:11]=1)[CH2:5][C:6]([O:8]C)=[O:7].Br[C:36]1[CH:37]=[C:38]([CH:41]=[CH:42][C:43]=1[O:44]COCCOC)[C:39]#[N:40].Cl.[NH2:52][C:53]1[CH:54]=[C:55]([CH:59]=[CH:60][C:61]=1[NH2:62])[C:56]([NH2:58])=[NH:57].Cl. The catalyst is C1C=CC([P]([Pd]([P](C2C=CC=CC=2)(C2C=CC=CC=2)C2C=CC=CC=2)([P](C2C=CC=CC=2)(C2C=CC=CC=2)C2C=CC=CC=2)[P](C2C=CC=CC=2)(C2C=CC=CC=2)C2C=CC=CC=2)(C2C=CC=CC=2)C2C=CC=CC=2)=CC=1.C([O-])([O-])=O.[Na+].[Na+]. The product is [C:56]([C:55]1[CH:59]=[CH:60][C:61]2[NH:62][C:32]([C:12]3[CH:11]=[C:10]([CH:4]([CH2:5][C:6]([OH:8])=[O:7])[C:3]([OH:2])=[O:34])[CH:15]=[C:14]([C:36]4[CH:37]=[C:38]([C:39]#[N:40])[CH:41]=[CH:42][C:43]=4[OH:44])[C:13]=3[OH:25])=[N:52][C:53]=2[CH:54]=1)(=[NH:57])[NH2:58]. The yield is 0.0900. (5) The reactants are [O:1]1[CH2:5][CH2:4][C@@H:3]([OH:6])[CH2:2]1.[H-].[Na+].CC1C=CC(S(O[CH2:20][CH2:21][O:22][C:23]2[CH:28]=[CH:27][C:26]([CH2:29][C:30]3[CH:35]=[C:34]([Br:36])[CH:33]=[CH:32][C:31]=3[Cl:37])=[CH:25][CH:24]=2)(=O)=O)=CC=1. The catalyst is O1CCCC1. The product is [Br:36][C:34]1[CH:33]=[CH:32][C:31]([Cl:37])=[C:30]([CH:35]=1)[CH2:29][C:26]1[CH:25]=[CH:24][C:23]([O:22][CH2:21][CH2:20][O:6][C@H:3]2[CH2:4][CH2:5][O:1][CH2:2]2)=[CH:28][CH:27]=1. The yield is 0.800.